From a dataset of Choline transporter screen with 302,306 compounds. Binary Classification. Given a drug SMILES string, predict its activity (active/inactive) in a high-throughput screening assay against a specified biological target. The result is 1 (active). The drug is O(CCNc1n2nc(c(c2nc2c1CCCC2)c1ccccc1)C)CCO.